The task is: Predict the reactants needed to synthesize the given product.. This data is from Full USPTO retrosynthesis dataset with 1.9M reactions from patents (1976-2016). (1) The reactants are: [F:1][C:2]1[CH:17]=[CH:16][C:5]([C:6]([C:8]2[CH:13]=[CH:12][C:11]([O:14][CH3:15])=[CH:10][CH:9]=2)=[O:7])=[CH:4][CH:3]=1.[CH:18]#[CH:19].[C-]#[C-].[Na+].[Na+]. Given the product [F:1][C:2]1[CH:17]=[CH:16][C:5]([C:6]([C:8]2[CH:13]=[CH:12][C:11]([O:14][CH3:15])=[CH:10][CH:9]=2)([OH:7])[C:18]#[CH:19])=[CH:4][CH:3]=1, predict the reactants needed to synthesize it. (2) Given the product [Br:1][C:2]1[CH:21]=[CH:20][CH:19]=[CH:18][C:3]=1[C:4]([N:6]1[CH2:7][CH2:8][N:9]([C:12](=[O:17])[CH2:13][C:14]([NH:54][C:52]2[CH:51]=[N:50][N:49]([C:43]3[CH:48]=[CH:47][CH:46]=[CH:45][CH:44]=3)[CH:53]=2)=[O:16])[CH2:10][CH2:11]1)=[O:5], predict the reactants needed to synthesize it. The reactants are: [Br:1][C:2]1[CH:21]=[CH:20][CH:19]=[CH:18][C:3]=1[C:4]([N:6]1[CH2:11][CH2:10][N:9]([C:12](=[O:17])[CH2:13][C:14]([OH:16])=O)[CH2:8][CH2:7]1)=[O:5].CCN=C=NCCCN(C)C.C1C=CC2N(O)N=NC=2C=1.[C:43]1([N:49]2[CH:53]=[C:52]([NH2:54])[CH:51]=[N:50]2)[CH:48]=[CH:47][CH:46]=[CH:45][CH:44]=1. (3) Given the product [CH2:33]([C:5]1[N:6]=[C:7]([NH:20][CH2:21][C:22]2[CH:27]=[CH:26][C:25]([F:28])=[CH:24][CH:23]=2)[S:8][C:9]=1[CH2:10][C:11]1[C:19]2[C:14](=[N:15][CH:16]=[CH:17][CH:18]=2)[NH:13][CH:12]=1)[CH3:34], predict the reactants needed to synthesize it. The reactants are: ClCCl.Cl[C:5]1[N:6]=[C:7]([NH:20][CH2:21][C:22]2[CH:27]=[CH:26][C:25]([F:28])=[CH:24][CH:23]=2)[S:8][C:9]=1[CH2:10][C:11]1[C:19]2[C:14](=[N:15][CH:16]=[CH:17][CH:18]=2)[NH:13][CH:12]=1.C[Mg]Br.O1CC[CH2:34][CH2:33]1. (4) Given the product [CH3:1][S:2]([O:5][C:6]1[CH:11]=[CH:10][C:9]([C:12]2([C:20]3[CH:21]=[C:22]([C:32]4[CH:31]=[C:30]([O:29][CH3:28])[CH:35]=[CH:34][C:33]=4[O:45][C:46]([F:47])([F:49])[F:48])[C:23]([F:26])=[CH:24][CH:25]=3)[C:16](=[O:17])[N:15]([CH3:18])[C:14]([NH2:19])=[N:13]2)=[CH:8][CH:7]=1)(=[O:4])=[O:3], predict the reactants needed to synthesize it. The reactants are: [CH3:1][S:2]([O:5][C:6]1[CH:11]=[CH:10][C:9]([C:12]2([C:20]3[CH:25]=[CH:24][C:23]([F:26])=[C:22](Br)[CH:21]=3)[C:16](=[O:17])[N:15]([CH3:18])[C:14]([NH2:19])=[N:13]2)=[CH:8][CH:7]=1)(=[O:4])=[O:3].[CH3:28][O:29][C:30]1[CH:31]=[CH:32][C:33]([O:45][C:46]([F:49])([F:48])[F:47])=[C:34](B2OC(C)(C)C(C)(C)O2)[CH:35]=1. (5) Given the product [Br:32][C:29]1[CH:30]=[CH:31][C:26]([C:11]2[CH:12]=[CH:13][C:8]([N:7]([C:4]3[CH:3]=[CH:2][C:1]([CH3:24])=[CH:6][CH:5]=3)[C:17]3[CH:18]=[CH:19][C:20]([CH3:23])=[CH:21][CH:22]=3)=[CH:9][CH:10]=2)=[N:27][CH:28]=1, predict the reactants needed to synthesize it. The reactants are: [C:1]1([CH3:24])[CH:6]=[CH:5][C:4]([N:7]([C:17]2[CH:22]=[CH:21][C:20]([CH3:23])=[CH:19][CH:18]=2)[C:8]2[CH:13]=[CH:12][C:11](B(O)O)=[CH:10][CH:9]=2)=[CH:3][CH:2]=1.I[C:26]1[CH:31]=[CH:30][C:29]([Br:32])=[CH:28][N:27]=1.C([O-])([O-])=O.[K+].[K+]. (6) The reactants are: [Br:1][C:2]1[N:7]=[C:6]([NH:8][C:9]2[CH:14]=[C:13]([C:15]([F:18])([F:17])[F:16])[CH:12]=[CH:11][N:10]=2)[CH:5]=[C:4]([CH3:19])[CH:3]=1.C1C(=O)N([Br:27])C(=O)C1.C(OOC(=O)C1C=CC=CC=1)(=O)C1C=CC=CC=1. Given the product [Br:1][C:2]1[N:7]=[C:6]([NH:8][C:9]2[CH:14]=[C:13]([C:15]([F:18])([F:16])[F:17])[CH:12]=[CH:11][N:10]=2)[CH:5]=[C:4]([CH2:19][Br:27])[CH:3]=1, predict the reactants needed to synthesize it. (7) Given the product [CH3:29][O:28][CH:25]1[CH2:24][CH2:23][N:22]([CH2:21][CH2:20][CH2:19][O:17][C:14]2[CH:15]=[CH:16][C:11]([C:5]3([CH2:4][N:2]([CH3:1])[CH3:3])[CH2:6][CH2:7][O:8][CH2:9][CH2:10]3)=[CH:12][CH:13]=2)[CH2:27][CH2:26]1, predict the reactants needed to synthesize it. The reactants are: [CH3:1][N:2]([CH2:4][C:5]1([C:11]2[CH:16]=[CH:15][C:14]([OH:17])=[CH:13][CH:12]=2)[CH2:10][CH2:9][O:8][CH2:7][CH2:6]1)[CH3:3].Cl[CH2:19][CH2:20][CH2:21][N:22]1[CH2:27][CH2:26][CH:25]([O:28][CH3:29])[CH2:24][CH2:23]1.C([O-])([O-])=O.[K+].[K+].N.